From a dataset of Forward reaction prediction with 1.9M reactions from USPTO patents (1976-2016). Predict the product of the given reaction. (1) Given the reactants [CH2:1]([C:5]1[NH:9][CH:8]=[C:7]([C:10]([O:12][CH2:13][CH3:14])=[O:11])[CH:6]=1)[CH2:2][CH2:3][CH3:4].[H-].[Na+].[C:17]1([S:23](Cl)(=[O:25])=[O:24])[CH:22]=[CH:21][CH:20]=[CH:19][CH:18]=1.O, predict the reaction product. The product is: [CH2:1]([C:5]1[N:9]([S:23]([C:17]2[CH:22]=[CH:21][CH:20]=[CH:19][CH:18]=2)(=[O:25])=[O:24])[CH:8]=[C:7]([C:10]([O:12][CH2:13][CH3:14])=[O:11])[CH:6]=1)[CH2:2][CH2:3][CH3:4]. (2) Given the reactants [OH:1][C:2]1[C:7]([C:8]([O:10]CC)=O)=[CH:6][N:5]=[C:4]2[C:13]([CH3:18])=[C:14]([CH2:16][OH:17])[S:15][C:3]=12.[Cl:19][C:20]1[CH:27]=[CH:26][C:23]([CH2:24][NH2:25])=[CH:22][CH:21]=1, predict the reaction product. The product is: [Cl:19][C:20]1[CH:27]=[CH:26][C:23]([CH2:24][NH:25][C:8]([C:7]2[C:2]([OH:1])=[C:3]3[S:15][C:14]([CH2:16][OH:17])=[C:13]([CH3:18])[C:4]3=[N:5][CH:6]=2)=[O:10])=[CH:22][CH:21]=1. (3) The product is: [CH3:1][N:2]1[C:15]2[CH:14]=[CH:13][C:12]([C:16]3[C:25]4[C:20](=[CH:21][CH:22]=[CH:23][CH:24]=4)[CH:19]=[CH:18][CH:17]=3)=[CH:11][C:10]=2[S:9](=[O:45])(=[O:26])[C:8]2[C:3]1=[CH:4][CH:5]=[C:6]([C:27]1[C:36]3[C:31](=[CH:32][CH:33]=[CH:34][CH:35]=3)[CH:30]=[CH:29][CH:28]=1)[CH:7]=2. Given the reactants [CH3:1][N:2]1[C:15]2[CH:14]=[CH:13][C:12]([C:16]3[C:25]4[C:20](=[CH:21][CH:22]=[CH:23][CH:24]=4)[CH:19]=[CH:18][CH:17]=3)=[CH:11][C:10]=2[S:9](=[O:26])[C:8]2[C:3]1=[CH:4][CH:5]=[C:6]([C:27]1[C:36]3[C:31](=[CH:32][CH:33]=[CH:34][CH:35]=3)[CH:30]=[CH:29][CH:28]=1)[CH:7]=2.ClC1C=CC=C(C(OO)=[O:45])C=1, predict the reaction product. (4) The product is: [F:18][C:13]1[CH:12]=[C:11]([NH:10][C:8]([C:3]2[C:4]([CH3:7])=[N:5][S:6][C:2]=2[NH:1][C:20]2[S:21][C:22]3[C:27]([N:28]=2)=[C:26]([C:29]([F:30])([F:31])[F:32])[CH:25]=[CH:24][N:23]=3)=[O:9])[CH:16]=[CH:15][C:14]=1[F:17]. Given the reactants [NH2:1][C:2]1[S:6][N:5]=[C:4]([CH3:7])[C:3]=1[C:8]([NH:10][C:11]1[CH:16]=[CH:15][C:14]([F:17])=[C:13]([F:18])[CH:12]=1)=[O:9].Cl[C:20]1[S:21][C:22]2[C:27]([N:28]=1)=[C:26]([C:29]([F:32])([F:31])[F:30])[CH:25]=[CH:24][N:23]=2.C(=O)([O-])[O-].[Cs+].[Cs+].CC1(C)C2C(=C(P(C3C=CC=CC=3)C3C=CC=CC=3)C=CC=2)OC2C(P(C3C=CC=CC=3)C3C=CC=CC=3)=CC=CC1=2, predict the reaction product. (5) Given the reactants [O:1]=[C:2]1[C:10]2[C:5](=[CH:6][CH:7]=[CH:8][CH:9]=2)[C:4](=[O:11])[N:3]1[CH2:12][CH2:13][N:14]1[C:23]2[C:18](=[N:19][CH:20]=[C:21]([CH2:24][C:25]3[CH:30]=[CH:29][C:28]([F:31])=[CH:27][CH:26]=3)[CH:22]=2)[C:17]([OH:32])=[C:16]([C:33](OCC)=[O:34])[C:15]1=[O:38].[N:39]1([CH2:45][CH2:46][NH2:47])[CH2:44][CH2:43][O:42][CH2:41][CH2:40]1, predict the reaction product. The product is: [O:1]=[C:2]1[C:10]2[C:5](=[CH:6][CH:7]=[CH:8][CH:9]=2)[C:4](=[O:11])[N:3]1[CH2:12][CH2:13][N:14]1[C:23]2[C:18](=[N:19][CH:20]=[C:21]([CH2:24][C:25]3[CH:26]=[CH:27][C:28]([F:31])=[CH:29][CH:30]=3)[CH:22]=2)[C:17]([OH:32])=[C:16]([C:33]([NH:47][CH2:46][CH2:45][N:39]2[CH2:44][CH2:43][O:42][CH2:41][CH2:40]2)=[O:34])[C:15]1=[O:38].